From a dataset of Catalyst prediction with 721,799 reactions and 888 catalyst types from USPTO. Predict which catalyst facilitates the given reaction. (1) Reactant: C([O:4][CH2:5][C@H:6]1[CH2:11][C@@H:10]([O:12]C(=O)C)[CH2:9][CH2:8][C@@:7]1([C@H:17]1[CH2:25][CH2:24][C@@:23]2([CH3:26])[C@@H:19]([CH2:20][CH2:21][C:22]2=[O:27])[C@@H:18]1[CH2:28][O:29][Si:30]([C:43]([CH3:46])([CH3:45])[CH3:44])([C:37]1[CH:42]=[CH:41][CH:40]=[CH:39][CH:38]=1)[C:31]1[CH:36]=[CH:35][CH:34]=[CH:33][CH:32]=1)[CH3:16])(=O)C.C[O-].[Na+].CC(O)=O. Product: [Si:30]([O:29][CH2:28][C@@H:18]1[C@@H:17]([C@@:7]2([CH3:16])[CH2:8][CH2:9][C@H:10]([OH:12])[CH2:11][C@@H:6]2[CH2:5][OH:4])[CH2:25][CH2:24][C@@:23]2([CH3:26])[C@H:19]1[CH2:20][CH2:21][C:22]2=[O:27])([C:43]([CH3:45])([CH3:46])[CH3:44])([C:31]1[CH:36]=[CH:35][CH:34]=[CH:33][CH:32]=1)[C:37]1[CH:42]=[CH:41][CH:40]=[CH:39][CH:38]=1. The catalyst class is: 5. (2) Reactant: [H-].[Na+].[N+:3]([C:6]1[CH:22]=[CH:21][CH:20]=[CH:19][C:7]=1[NH:8][S:9]([C:12]1[CH:17]=[CH:16][C:15]([CH3:18])=[CH:14][CH:13]=1)(=[O:11])=[O:10])([O-:5])=[O:4].S(OC)(O[CH3:27])(=O)=O.O. Product: [CH3:27][N:8]([S:9]([C:12]1[CH:17]=[CH:16][C:15]([CH3:18])=[CH:14][CH:13]=1)(=[O:11])=[O:10])[C:7]1[CH:19]=[CH:20][CH:21]=[CH:22][C:6]=1[N+:3]([O-:5])=[O:4]. The catalyst class is: 3. (3) Reactant: [NH2:1][C:2]1[CH:7]=[CH:6][CH:5]=[CH:4][N:3]=1.[OH-].[Na+].N([C:12]1[CH:17]=[CH:16][CH:15]=[CH:14][CH:13]=1)=O. Product: [C:12]1([C:2]2([N:1]=[N:1][C:2]3[CH:7]=[CH:6][CH:5]=[CH:4][N:3]=3)[CH:7]=[CH:6][CH:5]=[CH:4][NH:3]2)[CH:17]=[CH:16][CH:15]=[CH:14][CH:13]=1. The catalyst class is: 6. (4) Reactant: [Br:1][C:2]1[CH:7]=[CH:6][C:5]([OH:8])=[CH:4][CH:3]=1.C1(P(C2C=CC=CC=2)C2C=CC=CC=2)C=CC=CC=1.[CH2:28](O)[C:29]#[C:30][CH2:31][OH:32].N(C(OC(C)C)=O)=NC(OC(C)C)=O. Product: [Br:1][C:2]1[CH:7]=[CH:6][C:5]([O:8][CH2:28][C:29]#[C:30][CH2:31][OH:32])=[CH:4][CH:3]=1. The catalyst class is: 7.